Dataset: Catalyst prediction with 721,799 reactions and 888 catalyst types from USPTO. Task: Predict which catalyst facilitates the given reaction. (1) Product: [F:15][C:16]1[CH:17]=[C:18]([CH:21]=[CH:22][CH:23]=1)[CH2:19][NH:20][C:2]1[CH:7]=[CH:6][N:5]2[N:8]=[CH:9][C:10]([C:11]([O:13][CH3:14])=[O:12])=[C:4]2[N:3]=1. Reactant: Cl[C:2]1[CH:7]=[CH:6][N:5]2[N:8]=[CH:9][C:10]([C:11]([O:13][CH3:14])=[O:12])=[C:4]2[N:3]=1.[F:15][C:16]1[CH:17]=[C:18]([CH:21]=[CH:22][CH:23]=1)[CH2:19][NH2:20].C(N(CC)C(C)C)(C)C. The catalyst class is: 8. (2) Reactant: [CH3:1][C:2]1[O:6][C:5]([C:7]([O:9]C)=[O:8])=[CH:4][C:3]=1[C:11]1[N:15]([CH3:16])[N:14]=[CH:13][CH:12]=1.[OH-].[Na+]. Product: [CH3:1][C:2]1[O:6][C:5]([C:7]([OH:9])=[O:8])=[CH:4][C:3]=1[C:11]1[N:15]([CH3:16])[N:14]=[CH:13][CH:12]=1. The catalyst class is: 7. (3) Reactant: [CH3:1][Si:2]([C:5]#[CH:6])([CH3:4])[CH3:3].[O:7]1[C:11]2([CH2:16][CH2:15][C:14](=[O:17])[CH2:13][CH2:12]2)[O:10][CH2:9][CH2:8]1.[C-]#[C-].[Li+].[Li+].[Cl-].[NH4+]. Product: [CH3:1][Si:2]([C:5]#[C:6][C:14]1([OH:17])[CH2:15][CH2:16][C:11]2([O:10][CH2:9][CH2:8][O:7]2)[CH2:12][CH2:13]1)([CH3:4])[CH3:3]. The catalyst class is: 1. (4) Reactant: [NH:1]1[CH2:6][CH2:5][O:4][CH2:3][CH2:2]1.Cl[C:8]1[CH:13]=[C:12]([N:14]2[CH2:19][C@@H:18]([CH3:20])[O:17][C@@H:16]([CH3:21])[CH2:15]2)[N:11]=[C:10]([N:22]2[C:26]3[CH:27]=[CH:28][CH:29]=[C:30]([O:31][CH3:32])[C:25]=3[N:24]=[C:23]2[CH:33]([F:35])[F:34])[N:9]=1. Product: [F:34][CH:33]([F:35])[C:23]1[N:22]([C:10]2[N:11]=[C:12]([N:14]3[CH2:19][C@@H:18]([CH3:20])[O:17][C@@H:16]([CH3:21])[CH2:15]3)[CH:13]=[C:8]([N:1]3[CH2:6][CH2:5][O:4][CH2:3][CH2:2]3)[N:9]=2)[C:26]2[CH:27]=[CH:28][CH:29]=[C:30]([O:31][CH3:32])[C:25]=2[N:24]=1. The catalyst class is: 6. (5) Reactant: [NH2:1][C:2]1[N:7]=[C:6]([CH3:8])[CH:5]=[C:4]([CH3:9])[N:3]=1.[Cl:10][CH2:11][C:12](=O)[CH2:13]Cl. Product: [Cl:10][CH2:11][C:12]1[N:1]=[C:2]2[N:7]=[C:6]([CH3:8])[CH:5]=[C:4]([CH3:9])[N:3]2[CH:13]=1. The catalyst class is: 57. (6) Reactant: Br[C:2]1[CH:3]=[N:4][CH:5]=[C:6]([C:8]([F:11])([F:10])[F:9])[CH:7]=1.C([Li])CCC.[O:17]=[C:18]1[CH2:23][CH2:22][N:21]([C:24]([O:26][C:27]([CH3:30])([CH3:29])[CH3:28])=[O:25])[CH2:20][CH2:19]1. Product: [OH:17][C:18]1([C:2]2[CH:3]=[N:4][CH:5]=[C:6]([C:8]([F:11])([F:10])[F:9])[CH:7]=2)[CH2:19][CH2:20][N:21]([C:24]([O:26][C:27]([CH3:30])([CH3:29])[CH3:28])=[O:25])[CH2:22][CH2:23]1. The catalyst class is: 2. (7) Reactant: [C:1](Cl)(=[O:4])[CH2:2][CH3:3].[NH2:6][C:7]1[CH:8]=[CH:9][C:10]([C:30]([N:32]([CH3:34])[CH3:33])=[O:31])=[C:11]([S:13]([NH:16][C:17]([NH:19][C:20]2[N:25]=[C:24]([O:26][CH3:27])[CH:23]=[C:22]([O:28][CH3:29])[N:21]=2)=[O:18])(=[O:15])=[O:14])[CH:12]=1. Product: [CH3:27][O:26][C:24]1[CH:23]=[C:22]([O:28][CH3:29])[N:21]=[C:20]([NH:19][C:17]([NH:16][S:13]([C:11]2[CH:12]=[C:7]([NH:6][C:1](=[O:4])[CH2:2][CH3:3])[CH:8]=[CH:9][C:10]=2[C:30]([N:32]([CH3:34])[CH3:33])=[O:31])(=[O:15])=[O:14])=[O:18])[N:25]=1. The catalyst class is: 44. (8) Reactant: [CH3:1][C:2]1([C:5]2[NH:6][C:7]3[C:12]([CH:13]=2)=[CH:11][C:10]([N+:14]([O-])=O)=[CH:9][CH:8]=3)[CH2:4][CH2:3]1. Product: [CH3:1][C:2]1([C:5]2[NH:6][C:7]3[C:12]([CH:13]=2)=[CH:11][C:10]([NH2:14])=[CH:9][CH:8]=3)[CH2:4][CH2:3]1. The catalyst class is: 319. (9) Reactant: [CH2:1]([NH:3][C:4]([N:21]1[CH2:25][CH:24]([CH2:26][CH3:27])[CH:23]=[N:22]1)=[N:5][S:6]([C:9]1[CH:10]=[C:11]2[C:15](=[CH:16][CH:17]=1)[N:14](C(=O)C)[CH2:13][CH2:12]2)(=[O:8])=[O:7])[CH3:2].Cl.C([O-])(O)=O.[Na+]. Product: [CH2:1]([NH:3][C:4]([N:21]1[CH2:25][CH:24]([CH2:26][CH3:27])[CH:23]=[N:22]1)=[N:5][S:6]([C:9]1[CH:10]=[C:11]2[C:15](=[CH:16][CH:17]=1)[NH:14][CH2:13][CH2:12]2)(=[O:7])=[O:8])[CH3:2]. The catalyst class is: 14. (10) Reactant: [Br:1][C:2]1[C:3]([F:12])=[C:4]2[C:10]([NH2:11])=[CH:9][NH:8][C:5]2=[N:6][CH:7]=1.[CH3:13][C:14]1[O:15][CH:16]=[C:17]([C:19](O)=[O:20])[N:18]=1.C(N(CC)CC)C.C1N(P(Cl)(N2C(=O)OCC2)=O)C(=O)OC1.O[Li].O. Product: [Br:1][C:2]1[C:3]([F:12])=[C:4]2[C:10]([NH:11][C:19]([C:17]3[N:18]=[C:14]([CH3:13])[O:15][CH:16]=3)=[O:20])=[CH:9][NH:8][C:5]2=[N:6][CH:7]=1. The catalyst class is: 34.